From a dataset of NCI-60 drug combinations with 297,098 pairs across 59 cell lines. Regression. Given two drug SMILES strings and cell line genomic features, predict the synergy score measuring deviation from expected non-interaction effect. (1) Drug 1: C(=O)(N)NO. Drug 2: CS(=O)(=O)OCCCCOS(=O)(=O)C. Cell line: RXF 393. Synergy scores: CSS=6.07, Synergy_ZIP=-0.939, Synergy_Bliss=1.59, Synergy_Loewe=2.79, Synergy_HSA=0.880. (2) Drug 1: CC1=C(C(=CC=C1)Cl)NC(=O)C2=CN=C(S2)NC3=CC(=NC(=N3)C)N4CCN(CC4)CCO. Drug 2: CC12CCC3C(C1CCC2OP(=O)(O)O)CCC4=C3C=CC(=C4)OC(=O)N(CCCl)CCCl.[Na+]. Cell line: 786-0. Synergy scores: CSS=4.48, Synergy_ZIP=-1.44, Synergy_Bliss=2.28, Synergy_Loewe=-1.35, Synergy_HSA=0.969. (3) Drug 1: CCC1(CC2CC(C3=C(CCN(C2)C1)C4=CC=CC=C4N3)(C5=C(C=C6C(=C5)C78CCN9C7C(C=CC9)(C(C(C8N6C=O)(C(=O)OC)O)OC(=O)C)CC)OC)C(=O)OC)O.OS(=O)(=O)O. Drug 2: C1CN1C2=NC(=NC(=N2)N3CC3)N4CC4. Cell line: PC-3. Synergy scores: CSS=10.3, Synergy_ZIP=-5.01, Synergy_Bliss=-2.99, Synergy_Loewe=-11.6, Synergy_HSA=-11.0. (4) Drug 1: CC(C1=C(C=CC(=C1Cl)F)Cl)OC2=C(N=CC(=C2)C3=CN(N=C3)C4CCNCC4)N. Drug 2: C1=NNC2=C1C(=O)NC=N2. Cell line: SF-268. Synergy scores: CSS=4.62, Synergy_ZIP=2.12, Synergy_Bliss=5.35, Synergy_Loewe=-2.23, Synergy_HSA=0.613. (5) Drug 1: CC(CN1CC(=O)NC(=O)C1)N2CC(=O)NC(=O)C2. Drug 2: CN1C2=C(C=C(C=C2)N(CCCl)CCCl)N=C1CCCC(=O)O.Cl. Cell line: SK-MEL-2. Synergy scores: CSS=30.4, Synergy_ZIP=0.375, Synergy_Bliss=7.73, Synergy_Loewe=2.38, Synergy_HSA=6.35. (6) Drug 1: C1C(C(OC1N2C=C(C(=O)NC2=O)F)CO)O. Drug 2: CCC1(C2=C(COC1=O)C(=O)N3CC4=CC5=C(C=CC(=C5CN(C)C)O)N=C4C3=C2)O.Cl. Cell line: UACC62. Synergy scores: CSS=41.8, Synergy_ZIP=-5.13, Synergy_Bliss=-6.39, Synergy_Loewe=-3.31, Synergy_HSA=-0.987. (7) Drug 1: CCC1(CC2CC(C3=C(CCN(C2)C1)C4=CC=CC=C4N3)(C5=C(C=C6C(=C5)C78CCN9C7C(C=CC9)(C(C(C8N6C)(C(=O)OC)O)OC(=O)C)CC)OC)C(=O)OC)O.OS(=O)(=O)O. Drug 2: C(CCl)NC(=O)N(CCCl)N=O. Cell line: RPMI-8226. Synergy scores: CSS=-2.80, Synergy_ZIP=-2.34, Synergy_Bliss=-1.60, Synergy_Loewe=-9.58, Synergy_HSA=-9.13.